This data is from Full USPTO retrosynthesis dataset with 1.9M reactions from patents (1976-2016). The task is: Predict the reactants needed to synthesize the given product. Given the product [CH3:1][O:2][C:3]1[C:8]([NH2:9])=[CH:7][CH:6]=[CH:5][C:4]=1[NH2:12], predict the reactants needed to synthesize it. The reactants are: [CH3:1][O:2][C:3]1[C:8]([N+:9]([O-])=O)=[CH:7][CH:6]=[CH:5][C:4]=1[N+:12]([O-])=O.